Dataset: Catalyst prediction with 721,799 reactions and 888 catalyst types from USPTO. Task: Predict which catalyst facilitates the given reaction. (1) Reactant: [CH:1]1([O:6][C:7]2[CH:8]=[C:9]([CH:19]=[C:20]([O:22]CC3C=CC=CC=3)[CH:21]=2)[C:10]([NH:12][C:13]2[CH:17]=[CH:16][N:15]([CH3:18])[N:14]=2)=[O:11])[CH2:5][CH2:4][CH2:3][CH2:2]1. Product: [CH:1]1([O:6][C:7]2[CH:8]=[C:9]([CH:19]=[C:20]([OH:22])[CH:21]=2)[C:10]([NH:12][C:13]2[CH:17]=[CH:16][N:15]([CH3:18])[N:14]=2)=[O:11])[CH2:5][CH2:4][CH2:3][CH2:2]1. The catalyst class is: 29. (2) Reactant: F[C:2]1[N:7]=[CH:6][C:5]([C:8]2[CH:12]=[CH:11][S:10][CH:9]=2)=[CH:4][N:3]=1.[NH2:13][C:14]1[CH:15]=[C:16]([CH:20]=[CH:21][CH:22]=1)[C:17]([OH:19])=[O:18].C(N(C(C)C)CC)(C)C. Product: [S:10]1[CH:11]=[CH:12][C:8]([C:5]2[CH:4]=[N:3][C:2]([NH:13][C:14]3[CH:15]=[C:16]([CH:20]=[CH:21][CH:22]=3)[C:17]([OH:19])=[O:18])=[N:7][CH:6]=2)=[CH:9]1. The catalyst class is: 32. (3) Reactant: [CH2:1]([C:4]1([OH:17])[CH2:9][CH2:8][N:7]([C:10]([O:12][C:13]([CH3:16])([CH3:15])[CH3:14])=[O:11])[CH2:6][CH2:5]1)[CH:2]=[CH2:3].ClC1C=CC=C(C(OO)=[O:26])C=1.C(=O)([O-])O.[Na+].S(S([O-])=O)([O-])(=O)=O.[Na+].[Na+]. Product: [O:26]1[CH2:3][CH:2]1[CH2:1][C:4]1([OH:17])[CH2:9][CH2:8][N:7]([C:10]([O:12][C:13]([CH3:16])([CH3:15])[CH3:14])=[O:11])[CH2:6][CH2:5]1. The catalyst class is: 96. (4) Reactant: [CH2:1]([O:8][C:9]1[CH:17]=[CH:16][C:15]([Cl:18])=[CH:14][C:10]=1[C:11]([NH2:13])=O)[C:2]1[CH:7]=[CH:6][CH:5]=[CH:4][CH:3]=1.[H-].[H-].[H-].[H-].[Li+].[Al+3]. Product: [CH2:1]([O:8][C:9]1[CH:17]=[CH:16][C:15]([Cl:18])=[CH:14][C:10]=1[CH2:11][NH2:13])[C:2]1[CH:3]=[CH:4][CH:5]=[CH:6][CH:7]=1. The catalyst class is: 7. (5) Reactant: S(=O)(=O)(O)O.[CH3:6][C@H:7]1[CH2:12][N:11](S(C2C=CC(C)=CC=2)(=O)=O)[C:10]2[CH:23]=[C:24]([C:27]3[CH:32]=[CH:31][C:30]([S:33]([CH3:36])(=[O:35])=[O:34])=[CH:29][CH:28]=3)[N:25]=[CH:26][C:9]=2[N:8]1[C:37](=[O:39])[CH3:38].[OH-].[Na+]. Product: [CH3:6][C@H:7]1[CH2:12][NH:11][C:10]2[CH:23]=[C:24]([C:27]3[CH:28]=[CH:29][C:30]([S:33]([CH3:36])(=[O:35])=[O:34])=[CH:31][CH:32]=3)[N:25]=[CH:26][C:9]=2[N:8]1[C:37](=[O:39])[CH3:38]. The catalyst class is: 4.